From a dataset of Full USPTO retrosynthesis dataset with 1.9M reactions from patents (1976-2016). Predict the reactants needed to synthesize the given product. (1) Given the product [Cl:1][C:2]1[CH:3]=[N:4][CH:5]=[C:6]([F:9])[C:7]=1[C:18]1[CH2:23][CH2:22][N:21]([C:24]([O:26][C:27]([CH3:30])([CH3:29])[CH3:28])=[O:25])[CH2:20][CH:19]=1, predict the reactants needed to synthesize it. The reactants are: [Cl:1][C:2]1[CH:3]=[N:4][CH:5]=[C:6]([F:9])[C:7]=1I.CC1(C)C(C)(C)OB([C:18]2[CH2:19][CH2:20][N:21]([C:24]([O:26][C:27]([CH3:30])([CH3:29])[CH3:28])=[O:25])[CH2:22][CH:23]=2)O1.C([O-])([O-])=O.[Na+].[Na+]. (2) The reactants are: [CH3:1][C@@:2]12[C@@H:18]([OH:19])[CH2:17][CH2:16][C@H:15]1[C@H:14]1[C@@H:5]([C:6]3[CH:7]=[CH:8][C:9]([OH:20])=[CH:10][C:11]=3[CH2:12][CH2:13]1)[CH2:4][CH2:3]2.[CH3:21][C:22]([O:24][C@:25]1([C:44]#[CH:45])[C@@:29]2([CH3:43])[CH2:30][CH2:31][C@@H:32]3[C@@H:42]4[C:36](=[CH:37][C:38]([CH2:40][CH2:41]4)=[O:39])[CH2:35][CH2:34][C@H:33]3[C@@H:28]2[CH2:27][CH2:26]1)=[O:23].CC(O)COC(CO)C.C(O)CCCCCCC/C=C\CCCCCCCC. Given the product [CH3:1][C@@:2]12[C@@H:18]([OH:19])[CH2:17][CH2:16][C@H:15]1[C@H:14]1[C@@H:5]([C:6]3[CH:7]=[CH:8][C:9]([OH:20])=[CH:10][C:11]=3[CH2:12][CH2:13]1)[CH2:4][CH2:3]2.[CH3:21][C:22]([O:24][C@:25]1([C:44]#[CH:45])[C@@:29]2([CH3:43])[CH2:30][CH2:31][C@@H:32]3[C@@H:42]4[C:36](=[CH:37][C:38]([CH2:40][CH2:41]4)=[O:39])[CH2:35][CH2:34][C@H:33]3[C@@H:28]2[CH2:27][CH2:26]1)=[O:23], predict the reactants needed to synthesize it. (3) Given the product [OH:32][CH2:31][CH2:30][CH2:29][O:33][C:3](=[O:4])[N:2]([CH3:1])[CH:6]1[CH2:19][C:18]2[C:9]([CH3:28])([CH:10]3[CH:15]([CH2:16][CH:17]=2)[CH:14]2[CH2:20][CH2:21][CH:22]4[CH:23]([CH3:27])[N:24]([CH3:26])[CH2:25][C:13]24[CH2:12][CH2:11]3)[CH2:8][CH2:7]1, predict the reactants needed to synthesize it. The reactants are: [CH3:1][N:2]([CH:6]1[CH2:19][C:18]2[C:9]([CH3:28])([CH:10]3[CH:15]([CH2:16][CH:17]=2)[CH:14]2[CH2:20][CH2:21][CH:22]4[CH:23]([CH3:27])[N:24]([CH3:26])[CH2:25][C:13]24[CH2:12][CH2:11]3)[CH2:8][CH2:7]1)[C:3](Cl)=[O:4].[CH2:29]([OH:33])[CH2:30][CH2:31][OH:32]. (4) Given the product [C:32]([O:36][C:37](=[O:38])[NH:39][CH:40]1[CH2:41][CH2:42][N:43]([C:26](=[O:7])[CH2:27][CH2:28][N:29]([CH3:31])[CH3:30])[CH2:44][CH2:45]1)([CH3:35])([CH3:33])[CH3:34], predict the reactants needed to synthesize it. The reactants are: Cl.CN(C(C)C(O)=[O:7])C.ON1C2C=CC=CC=2N=N1.Cl.C(N=C=N[CH2:26][CH2:27][CH2:28][N:29]([CH3:31])[CH3:30])C.[C:32]([O:36][C:37]([NH:39][CH:40]1[CH2:45][CH2:44][NH:43][CH2:42][CH2:41]1)=[O:38])([CH3:35])([CH3:34])[CH3:33].[OH-].[Na+].